Dataset: Experimentally validated miRNA-target interactions with 360,000+ pairs, plus equal number of negative samples. Task: Binary Classification. Given a miRNA mature sequence and a target amino acid sequence, predict their likelihood of interaction. (1) The miRNA is hsa-miR-496 with sequence UGAGUAUUACAUGGCCAAUCUC. Result: 1 (interaction). The protein sequence of the target gene is MGRRSTSSTKSGKFMNPTDQARKEARKRELKKNKKQRMMVRAAVLKMKDPKQIIRDMEKLDEMEFNPVQQPQLNEKVLKDKRKKLRETFERILRLYEKENPDIYKELRKLEVEYEQKRAQLSQYFDAVKNAQHVEVESIPLPDMPHAPSNILIQDIPLPGAQPPSILKKTSAYGPPTRAVSILPLLGHGVPRLPPGRKPPGPPPGPPPPQVVQMYGRKVGFALDLPPRRRDEDMLYSPELAQRGHDDDVSSTSEDDGYPEDMDQDKHDDSTDDSDTDKSDGESDGDEFVHRDNGERDNNE.... (2) The miRNA is hsa-miR-1228-3p with sequence UCACACCUGCCUCGCCCCCC. The protein sequence of the target gene is MAAAVAGMLRGGLLPQAGRLPTLQTVRYGSKAVTRHRRVMHFQRQKLMAVTEYIPPKPAIHPSCLPSPPSPPQEEIGLIRLLRREIAAVFQDNRMIAVCQNVALSAEDKLLMRHQLRKHKILMKVFPNQVLKPFLEDSKYQNLLPLFVGHNMLLVSEEPKVKEMVRILRTVPFLPLLGGCIDDTILSRQGFINYSKLPSLPLVQGELVGGLTCLTAQTHSLLQHQPLQLTTLLDQYIREQREKDSVMSANGKPDPDTVPDS. Result: 1 (interaction).